From a dataset of Full USPTO retrosynthesis dataset with 1.9M reactions from patents (1976-2016). Predict the reactants needed to synthesize the given product. (1) Given the product [Br:12][C:6]1[N:7]([CH2:24][CH2:25][CH2:26][C:27]([O:29][CH2:30][CH3:31])=[O:28])[C:8]2[C:4]([C:5]=1[CH2:13][C:14]1[CH:15]=[CH:16][C:17]([Cl:20])=[CH:18][CH:19]=1)=[C:3]([S:2][CH3:1])[CH:11]=[CH:10][CH:9]=2, predict the reactants needed to synthesize it. The reactants are: [CH3:1][S:2][C:3]1[C:4]2[C:5]([CH2:13][C:14]3[CH:19]=[CH:18][C:17]([Cl:20])=[CH:16][CH:15]=3)=[C:6]([Br:12])[NH:7][C:8]=2[CH:9]=[CH:10][CH:11]=1.[H-].[Na+].Br[CH2:24][CH2:25][CH2:26][C:27]([O:29][CH2:30][CH3:31])=[O:28]. (2) Given the product [NH2:36][C:33]1[N:34]=[CH:35][C:30]([C:27]2[CH:28]=[CH:29][C:24]([NH:23][C:12]([NH:11][C:8]3[CH:7]=[C:6]([C:3]([CH3:2])([CH3:4])[CH3:5])[O:10][N:9]=3)=[O:20])=[C:25]([O:37][CH3:38])[CH:26]=2)=[CH:31][CH:32]=1, predict the reactants needed to synthesize it. The reactants are: F[C:2](F)(F)[C:3]1([C:6]2[O:10][N:9]=[C:8]([NH:11][C:12](=[O:20])OC3C=CC=CC=3)[CH:7]=2)[CH2:5][CH2:4]1.[NH2:23][C:24]1[CH:29]=[CH:28][C:27]([C:30]2[CH:31]=[CH:32][C:33]([NH2:36])=[N:34][CH:35]=2)=[CH:26][C:25]=1[O:37][CH3:38].Cl.NC1C=CC(C2C=CC(NCCN3CCOCC3)=NC=2)=CC=1. (3) Given the product [CH2:1]([C:3]1[N:7]([C:8]2[N:16]=[C:15]3[C:11]([N:12]=[C:13]([CH2:18][N:43]4[CH2:44][CH2:45][C:40]5([CH2:37][O:38][CH2:39]5)[CH2:41][CH2:42]4)[N:14]3[CH3:17])=[C:10]([N:20]3[CH2:25][CH2:24][O:23][CH2:22][CH2:21]3)[N:9]=2)[C:6]2[CH:26]=[CH:27][CH:28]=[CH:29][C:5]=2[N:4]=1)[CH3:2], predict the reactants needed to synthesize it. The reactants are: [CH2:1]([C:3]1[N:7]([C:8]2[N:16]=[C:15]3[C:11]([N:12]=[C:13]([CH:18]=O)[N:14]3[CH3:17])=[C:10]([N:20]3[CH2:25][CH2:24][O:23][CH2:22][CH2:21]3)[N:9]=2)[C:6]2[CH:26]=[CH:27][CH:28]=[CH:29][C:5]=2[N:4]=1)[CH3:2].FC(F)(F)C(O)=O.[CH2:37]1[C:40]2([CH2:45][CH2:44][NH:43][CH2:42][CH2:41]2)[CH2:39][O:38]1.COC(OC)OC.C(O)(=O)C.C(O[BH-](OC(=O)C)OC(=O)C)(=O)C.[Na+]. (4) Given the product [I:1][C:2]1[CH:3]=[CH:4][C:5]([C:8]2([CH:11]=[O:12])[CH2:9][CH2:10]2)=[CH:6][CH:7]=1, predict the reactants needed to synthesize it. The reactants are: [I:1][C:2]1[CH:7]=[CH:6][C:5]([C:8]2([C:11](O)=[O:12])[CH2:10][CH2:9]2)=[CH:4][CH:3]=1.CCN(CC)CC.ClC(OCC)=O.[BH4-].[Na+].[O-]S([O-])(=O)=O.[Na+].[Na+].CC([O-])=O.[Na+].C1C=C[NH+]=CC=1.[O-][Cr](Cl)(=O)=O. (5) The reactants are: [C:1]([C:5]1[CH:6]=[C:7]2[C:19]3=[C:20]4[C:10](=[C:11]([CH3:35])[CH:12]=[C:13]([C:21]5[C:22]6[C:27]([CH:28]=[C:29]7[C:34]=5[CH:33]=[CH:32][CH:31]=[CH:30]7)=[CH:26][CH:25]=[CH:24][CH:23]=6)[C:14]4=[CH:15][CH:16]=[C:17]3[CH:18]=1)[CH:9]=[CH:8]2)([CH3:4])([CH3:3])[CH3:2].[OH-].[K+].[Br:38]Br.S([O-])([O-])(=O)=S.[Na+].[Na+]. Given the product [Br:38][C:28]1[C:29]2[C:34]([C:21]([C:13]3[C:14]4[C:20]5=[C:19]6[C:17](=[CH:16][CH:15]=4)[CH:18]=[C:5]([C:1]([CH3:4])([CH3:3])[CH3:2])[CH:6]=[C:7]6[CH:8]=[CH:9][C:10]5=[C:11]([CH3:35])[CH:12]=3)=[C:22]3[C:27]=1[CH:26]=[CH:25][CH:24]=[CH:23]3)=[CH:33][CH:32]=[CH:31][CH:30]=2, predict the reactants needed to synthesize it. (6) Given the product [OH:1][C:2]1[CH:10]=[C:9]([NH:11][S:12]([C:15]2[C:19]([Cl:20])=[C:18]([Cl:21])[S:17][C:16]=2[Cl:22])(=[O:14])=[O:13])[CH:8]=[CH:7][C:3]=1[C:4]([O:6][CH2:24][CH2:25][CH2:26][N:27]1[CH2:32][CH2:31][O:30][CH2:29][CH2:28]1)=[O:5], predict the reactants needed to synthesize it. The reactants are: [OH:1][C:2]1[CH:10]=[C:9]([NH:11][S:12]([C:15]2[C:19]([Cl:20])=[C:18]([Cl:21])[S:17][C:16]=2[Cl:22])(=[O:14])=[O:13])[CH:8]=[CH:7][C:3]=1[C:4]([OH:6])=[O:5].O[CH2:24][CH2:25][CH2:26][N:27]1[CH2:32][CH2:31][O:30][CH2:29][CH2:28]1.